From a dataset of Forward reaction prediction with 1.9M reactions from USPTO patents (1976-2016). Predict the product of the given reaction. (1) Given the reactants [N:1]1([CH2:7][C:8]2[CH:13]=[CH:12][C:11]([C:14]#[C:15][C:16]3[CH:23]=[CH:22][C:19]([C:20]#N)=[CH:18][CH:17]=3)=[CH:10][CH:9]=2)[CH2:6][CH2:5][O:4][CH2:3][CH2:2]1.[Li+].[OH-:25].[OH2:26], predict the reaction product. The product is: [N:1]1([CH2:7][C:8]2[CH:13]=[CH:12][C:11]([C:14]#[C:15][C:16]3[CH:23]=[CH:22][C:19]([C:20]([OH:26])=[O:25])=[CH:18][CH:17]=3)=[CH:10][CH:9]=2)[CH2:6][CH2:5][O:4][CH2:3][CH2:2]1. (2) Given the reactants [CH3:1][S:2][C:3]1[N:8]=[CH:7][N:6]=[C:5]([C:9]2[CH:13]3[N:14]=[CH:15][CH:16]=[CH:17][N:12]3[NH:11][C:10]=2[NH2:18])[CH:4]=1.C1C=C(Cl)C=C(C(OO)=[O:27])C=1, predict the reaction product. The product is: [CH3:1][S:2]([C:3]1[N:8]=[CH:7][N:6]=[C:5]([C:9]2[CH:13]3[N:14]=[CH:15][CH:16]=[CH:17][N:12]3[NH:11][C:10]=2[NH2:18])[CH:4]=1)=[O:27]. (3) Given the reactants Cl[CH2:2][C:3]([NH:5][C@H:6]([C:16]1[C:21]([C:22]2[CH:23]=[CH:24][C:25]([F:31])=[C:26]([CH:30]=2)[C:27]([NH2:29])=[O:28])=[CH:20][CH:19]=[CH:18][N:17]=1)[CH2:7][C:8]1[CH:13]=[C:12]([F:14])[CH:11]=[C:10]([F:15])[CH:9]=1)=[O:4].[CH:32]1([C:35]2[NH:39][N:38]=[C:37]([CH:40]([F:42])[F:41])[CH:36]=2)[CH2:34][CH2:33]1, predict the reaction product. The product is: [CH:32]1([C:35]2[N:39]([CH2:2][C:3]([NH:5][C@H:6]([C:16]3[C:21]([C:22]4[CH:23]=[CH:24][C:25]([F:31])=[C:26]([CH:30]=4)[C:27]([NH2:29])=[O:28])=[CH:20][CH:19]=[CH:18][N:17]=3)[CH2:7][C:8]3[CH:13]=[C:12]([F:14])[CH:11]=[C:10]([F:15])[CH:9]=3)=[O:4])[N:38]=[C:37]([CH:40]([F:42])[F:41])[CH:36]=2)[CH2:33][CH2:34]1. (4) Given the reactants [CH2:1](O)[CH:2]=[CH2:3].ClC(OCC)=O.C(N(CC)CC)C.C1(P(C2C=CC=CC=2)C2C=CC=CC=2)C=CC=CC=1.[CH3:37][O:38][C:39](=[O:51])[C@H:40]([CH2:49][OH:50])[NH:41][C:42]([O:44][C:45]([CH3:48])([CH3:47])[CH3:46])=[O:43], predict the reaction product. The product is: [CH3:37][O:38][C:39](=[O:51])[C@@H:40]([NH:41][C:42]([O:44][C:45]([CH3:48])([CH3:46])[CH3:47])=[O:43])[CH2:49][O:50][CH2:3][CH:2]=[CH2:1]. (5) Given the reactants [OH:1][CH2:2][CH2:3][CH2:4][C:5]([O:7][CH2:8][CH3:9])=[O:6].[N+](=[CH:12][C:13]([O:15][CH2:16][CH3:17])=[O:14])=[N-].B(F)(F)F.CCOCC, predict the reaction product. The product is: [CH2:16]([O:15][C:13](=[O:14])[CH2:12][O:1][CH2:2][CH2:3][CH2:4][C:5]([O:7][CH2:8][CH3:9])=[O:6])[CH3:17]. (6) Given the reactants [Cl:1][C:2]1[N:7]=[C:6]([C:8]2[NH:9][C:10]3[C:15]([CH:16]=2)=[C:14]([F:17])[CH:13]=[CH:12][CH:11]=3)[C:5]([NH2:18])=[CH:4][CH:3]=1.CC([O-])=O.[Na+].[Cl:24][CH2:25][CH2:26][C:27](Cl)=[O:28].N#N, predict the reaction product. The product is: [Cl:24][CH2:25][CH2:26][C:27]([NH:18][C:5]1[C:6]([C:8]2[NH:9][C:10]3[C:15]([CH:16]=2)=[C:14]([F:17])[CH:13]=[CH:12][CH:11]=3)=[N:7][C:2]([Cl:1])=[CH:3][CH:4]=1)=[O:28]. (7) Given the reactants C[O:2][C:3](=[O:23])[CH:4]([N:8]1[C:12](=[O:13])[CH:11]([CH2:14][CH2:15][C:16]2[CH:21]=[CH:20][CH:19]=[CH:18][CH:17]=2)[NH:10][C:9]1=[O:22])[CH:5]([CH3:7])[CH3:6], predict the reaction product. The product is: [O:22]=[C:9]1[NH:10][CH:11]([CH2:14][CH2:15][C:16]2[CH:21]=[CH:20][CH:19]=[CH:18][CH:17]=2)[C:12](=[O:13])[N:8]1[CH:4]([CH:5]([CH3:7])[CH3:6])[C:3]([OH:23])=[O:2]. (8) Given the reactants [CH2:1]([OH:4])[CH2:2][CH3:3].[H-].[Na+].Cl[C:8]1[CH:9]=[CH:10][C:11]2[CH2:12][N:13]([C:19]([O:21][C:22]([CH3:25])([CH3:24])[CH3:23])=[O:20])[CH2:14][CH2:15][O:16][C:17]=2[N:18]=1.O, predict the reaction product. The product is: [CH2:1]([O:4][C:8]1[CH:9]=[CH:10][C:11]2[CH2:12][N:13]([C:19]([O:21][C:22]([CH3:25])([CH3:24])[CH3:23])=[O:20])[CH2:14][CH2:15][O:16][C:17]=2[N:18]=1)[CH2:2][CH3:3]. (9) Given the reactants [NH2:1][C:2]1([C:14]([OH:16])=[O:15])[CH2:6][CH2:5][C@H:4]([C:7]2[CH:12]=[CH:11][C:10]([Br:13])=[CH:9][CH:8]=2)[CH2:3]1.S(Cl)(Cl)=O.[CH3:21]O, predict the reaction product. The product is: [NH2:1][C:2]1([C:14]([O:16][CH3:21])=[O:15])[CH2:6][CH2:5][C@H:4]([C:7]2[CH:12]=[CH:11][C:10]([Br:13])=[CH:9][CH:8]=2)[CH2:3]1.